Task: Predict the reaction yield, written as a fraction of the theoretical maximum amount of product (1.0 means a 100% yield; for example, 0.34 means a 34% yield).. Dataset: Reaction yield outcomes from USPTO patents with 853,638 reactions (1) The reactants are [CH2:1]([O:3][C:4]([C:6]1[CH:7]=[C:8]2[C:13](=[CH:14][CH:15]=1)[NH:12][CH:11]([C:16]1[CH:21]=[C:20]([F:22])[CH:19]=[C:18]([F:23])[CH:17]=1)[C:10]([CH3:25])([CH3:24])[CH:9]2O)=[O:5])[CH3:2].FC(F)(F)C(O)=O. The catalyst is C([SiH](CC)CC)C. The product is [CH2:1]([O:3][C:4]([C:6]1[CH:7]=[C:8]2[C:13](=[CH:14][CH:15]=1)[NH:12][CH:11]([C:16]1[CH:17]=[C:18]([F:23])[CH:19]=[C:20]([F:22])[CH:21]=1)[C:10]([CH3:24])([CH3:25])[CH2:9]2)=[O:5])[CH3:2]. The yield is 0.410. (2) The reactants are [NH2:1][CH2:2][C:3]([CH3:8])([CH3:7])[C:4]([NH2:6])=[O:5].OC1C=CC=CN=1.[CH2:16]([O:23][C:24](=[O:56])[NH:25][C@H:26]([C@@H:47]1[CH2:51][C@@H:50]([CH:52]([CH3:54])[CH3:53])[C:49](=[O:55])[O:48]1)[CH2:27][N:28]1[CH2:33][C:32](=[O:34])[N:31]([C:35]2[CH:40]=[CH:39][CH:38]=[CH:37][C:36]=2[O:41][CH2:42][O:43][CH3:44])[CH2:30][C:29]1([CH3:46])[CH3:45])[C:17]1[CH:22]=[CH:21][CH:20]=[CH:19][CH:18]=1. The catalyst is C(N(CC)CC)C. The product is [CH2:16]([O:23][C:24](=[O:56])[NH:25][C@@H:26]([CH2:27][N:28]1[CH2:33][C:32](=[O:34])[N:31]([C:35]2[CH:40]=[CH:39][CH:38]=[CH:37][C:36]=2[O:41][CH2:42][O:43][CH3:44])[CH2:30][C:29]1([CH3:45])[CH3:46])[C@@H:47]([OH:48])[CH2:51][C@H:50]([C:49](=[O:55])[NH:1][CH2:2][C:3]([C:4](=[O:5])[NH2:6])([CH3:8])[CH3:7])[CH:52]([CH3:53])[CH3:54])[C:17]1[CH:22]=[CH:21][CH:20]=[CH:19][CH:18]=1. The yield is 0.520. (3) The reactants are [CH3:1][C:2]1[O:6][N:5]=[C:4]([C:7]2[CH:12]=[CH:11][CH:10]=[CH:9][CH:8]=2)[C:3]=1[CH2:13][O:14][C:15]1[CH:23]=[CH:22][C:18]([C:19]([OH:21])=O)=[CH:17][N:16]=1.[NH:24]1[C:27]2([CH2:30][O:29][CH2:28]2)[CH2:26][CH2:25]1. No catalyst specified. The product is [CH3:1][C:2]1[O:6][N:5]=[C:4]([C:7]2[CH:8]=[CH:9][CH:10]=[CH:11][CH:12]=2)[C:3]=1[CH2:13][O:14][C:15]1[N:16]=[CH:17][C:18]([C:19]([N:24]2[C:27]3([CH2:30][O:29][CH2:28]3)[CH2:26][CH2:25]2)=[O:21])=[CH:22][CH:23]=1. The yield is 0.350.